Predict the product of the given reaction. From a dataset of Forward reaction prediction with 1.9M reactions from USPTO patents (1976-2016). (1) Given the reactants [Cl:1][C:2]1[CH:17]=[CH:16][C:5]([CH2:6][O:7][C:8]2[CH:15]=[CH:14][C:11]([CH:12]=O)=[CH:10][CH:9]=2)=[CH:4][CH:3]=1.[C:18]12([NH2:28])[CH2:27][CH:22]3[CH2:23][CH:24]([CH2:26][CH:20]([CH2:21]3)[CH2:19]1)[CH2:25]2, predict the reaction product. The product is: [C:18]12([NH:28][CH2:12][C:11]3[CH:14]=[CH:15][C:8]([O:7][CH2:6][C:5]4[CH:16]=[CH:17][C:2]([Cl:1])=[CH:3][CH:4]=4)=[CH:9][CH:10]=3)[CH2:25][CH:24]3[CH2:23][CH:22]([CH2:21][CH:20]([CH2:26]3)[CH2:19]1)[CH2:27]2. (2) Given the reactants [CH3:1][O:2][C:3]1[CH:47]=[CH:46][CH:45]=[CH:44][C:4]=1[O:5][CH2:6][CH2:7][CH2:8][CH2:9][O:10][C:11]1[CH:16]=[CH:15][C:14]([CH:17]2[CH2:22][CH2:21][N:20]([C:23]([O:25][C:26]([CH3:29])([CH3:28])[CH3:27])=[O:24])[CH2:19][CH:18]2[O:30][CH2:31][CH2:32][O:33]S(C2C=CC(C)=CC=2)(=O)=O)=[CH:13][CH:12]=1.O[C:49]1[CH:54]=[CH:53][CH:52]=[CH:51][C:50]=1[CH2:55][CH2:56][NH:57][C:58](=[O:60])[CH3:59], predict the reaction product. The product is: [C:58]([NH:57][CH2:56][CH2:55][C:50]1[CH:51]=[CH:52][CH:53]=[CH:54][C:49]=1[O:33][CH2:32][CH2:31][O:30][CH:18]1[CH:17]([C:14]2[CH:13]=[CH:12][C:11]([O:10][CH2:9][CH2:8][CH2:7][CH2:6][O:5][C:4]3[CH:44]=[CH:45][CH:46]=[CH:47][C:3]=3[O:2][CH3:1])=[CH:16][CH:15]=2)[CH2:22][CH2:21][N:20]([C:23]([O:25][C:26]([CH3:29])([CH3:27])[CH3:28])=[O:24])[CH2:19]1)(=[O:60])[CH3:59]. (3) Given the reactants C([O:3][C:4]([C:6]1(C(OCC)=O)[CH:10]([CH3:11])[CH2:9][CH2:8][NH:7]1)=[O:5])C.CC1(C)CCNC1C(O)=O.C(C1(C(OCC)=O)C(C)(C)CCN1)(OCC)=O, predict the reaction product. The product is: [CH3:11][C@@H:10]1[CH2:9][CH2:8][NH:7][C@H:6]1[C:4]([OH:5])=[O:3]. (4) Given the reactants Br[C:2]1[C:13]2[C:5](=[CH:6][C:7]([C:16]3[CH:21]=[CH:20][CH:19]=[CH:18][C:17]=3[Cl:22])=[C:8]3[C:12]=2[C:11](=[O:14])[NH:10][C:9]3=[O:15])[N:4]([CH3:23])[CH:3]=1.[Cl-].[In+3].[Cl-].[Cl-].[CH:28]([C:30]([CH3:32])=[O:31])=[CH2:29].C(OCC)(=O)C, predict the reaction product. The product is: [Cl:22][C:17]1[CH:18]=[CH:19][CH:20]=[CH:21][C:16]=1[C:7]1[CH:6]=[C:5]2[C:13]([C:2]([CH2:29][CH2:28][C:30](=[O:31])[CH3:32])=[CH:3][N:4]2[CH3:23])=[C:12]2[C:8]=1[C:9](=[O:15])[NH:10][C:11]2=[O:14]. (5) Given the reactants [C:1]([OH:13])(=[O:12])[CH2:2][C:3]([CH2:8][C:9]([OH:11])=[O:10])([C:5]([OH:7])=[O:6])[OH:4].[Cl:14][C:15]1[CH:20]=[CH:19][CH:18]=[CH:17][C:16]=1[CH2:21][CH2:22][NH:23][CH2:24][CH2:25][CH2:26][S:27][CH2:28][CH2:29][NH:30][CH2:31][C@@H:32]([C:34]1[C:42]2[S:41][C:40](=[O:43])[NH:39][C:38]=2[C:37]([OH:44])=[CH:36][CH:35]=1)[OH:33], predict the reaction product. The product is: [C:1]([OH:13])(=[O:12])[CH2:2][C:3]([CH2:8][C:9]([OH:11])=[O:10])([C:5]([OH:7])=[O:6])[OH:4].[Cl:14][C:15]1[CH:20]=[CH:19][CH:18]=[CH:17][C:16]=1[CH2:21][CH2:22][NH:23][CH2:24][CH2:25][CH2:26][S:27][CH2:28][CH2:29][NH:30][CH2:31][C@@H:32]([C:34]1[C:42]2[S:41][C:40](=[O:43])[NH:39][C:38]=2[C:37]([OH:44])=[CH:36][CH:35]=1)[OH:33]. (6) Given the reactants [C:1]([C:3]1[CH:4]=[C:5]([CH:9]=[C:10]([F:12])[CH:11]=1)[C:6](Cl)=[O:7])#[N:2].[CH3:13][C:14]1[C:19]2[NH:20][C:21](=[O:23])[O:22][C:18]=2[CH:17]=[CH:16][CH:15]=1.[Cl-].[Cl-].[Cl-].[Al+3], predict the reaction product. The product is: [F:12][C:10]1[CH:11]=[C:3]([CH:4]=[C:5]([C:6]([C:16]2[CH:15]=[C:14]([CH3:13])[C:19]3[NH:20][C:21](=[O:23])[O:22][C:18]=3[CH:17]=2)=[O:7])[CH:9]=1)[C:1]#[N:2]. (7) Given the reactants O.[OH-].[Na+].[CH:4]1([S:7]([C:10]2[CH:15]=[CH:14][C:13]([C:16](=[CH:22][CH:23]3[CH2:28][CH2:27][O:26][CH2:25][CH2:24]3)[C:17]([O:19]CC)=[O:18])=[CH:12][CH:11]=2)(=[O:9])=[O:8])[CH2:6][CH2:5]1, predict the reaction product. The product is: [CH:4]1([S:7]([C:10]2[CH:15]=[CH:14][C:13](/[C:16](=[CH:22]\[CH:23]3[CH2:24][CH2:25][O:26][CH2:27][CH2:28]3)/[C:17]([OH:19])=[O:18])=[CH:12][CH:11]=2)(=[O:9])=[O:8])[CH2:6][CH2:5]1. (8) Given the reactants [F:1][C:2]([F:21])([F:20])[C:3]1[CH:19]=[CH:18][C:6]([CH2:7][NH:8][C:9]2[N:14]=[CH:13][C:12]([C:15](=[O:17])[CH3:16])=[CH:11][CH:10]=2)=[CH:5][CH:4]=1.[C:22]([O:26][C:27](O[C:27]([O:26][C:22]([CH3:25])([CH3:24])[CH3:23])=[O:28])=[O:28])([CH3:25])([CH3:24])[CH3:23].C(N(CC)C(C)C)(C)C, predict the reaction product. The product is: [C:22]([O:26][C:27](=[O:28])[N:8]([C:9]1[CH:10]=[CH:11][C:12]([C:15](=[O:17])[CH3:16])=[CH:13][N:14]=1)[CH2:7][C:6]1[CH:18]=[CH:19][C:3]([C:2]([F:1])([F:20])[F:21])=[CH:4][CH:5]=1)([CH3:25])([CH3:24])[CH3:23].